This data is from Reaction yield outcomes from USPTO patents with 853,638 reactions. The task is: Predict the reaction yield, written as a fraction of the theoretical maximum amount of product (1.0 means a 100% yield; for example, 0.34 means a 34% yield). (1) The reactants are [CH2:1]([O:8][C:9]([N:11]1[CH2:16][CH2:15][C:14](=[O:17])[CH2:13][CH2:12]1)=[O:10])[C:2]1[CH:7]=[CH:6][CH:5]=[CH:4][CH:3]=1.CCN(C(C)C)C(C)C.FC(F)(F)S(O[Si](C)(C)C)(=O)=O.[Br:39]N1C(=O)CCC1=O. The catalyst is C(Cl)Cl. The product is [Br:39][CH:13]1[C:14](=[O:17])[CH2:15][CH2:16][N:11]([C:9]([O:8][CH2:1][C:2]2[CH:7]=[CH:6][CH:5]=[CH:4][CH:3]=2)=[O:10])[CH2:12]1. The yield is 0.900. (2) The reactants are [N:1]1([NH:7][C:8]([C:10]2[CH:11]=[CH:12][CH:13]=[C:14]3[S:20][C:19]4[CH:21]=[CH:22][CH:23]=[CH:24][C:18]=4[N:17]=[C:16](Cl)[C:15]=23)=[O:9])[CH2:6][CH2:5][CH2:4][CH2:3][CH2:2]1.[Br-].[F:27][C:28]1[CH:29]=[CH:30][C:31]([Zn+])=[N:32][CH:33]=1.[NH4+].[Cl-]. The catalyst is [Pd](Cl)Cl.C1(P(C2C=CC=CC=2)C2C=CC=CC=2)C=CC=CC=1.C1(P(C2C=CC=CC=2)C2C=CC=CC=2)C=CC=CC=1.C1COCC1. The product is [N:1]1([NH:7][C:8]([C:10]2[CH:11]=[CH:12][CH:13]=[C:14]3[S:20][C:19]4[CH:21]=[CH:22][CH:23]=[CH:24][C:18]=4[N:17]=[C:16]([C:31]4[CH:30]=[CH:29][C:28]([F:27])=[CH:33][N:32]=4)[C:15]=23)=[O:9])[CH2:6][CH2:5][CH2:4][CH2:3][CH2:2]1. The yield is 0.100.